Task: Predict the reactants needed to synthesize the given product.. Dataset: Full USPTO retrosynthesis dataset with 1.9M reactions from patents (1976-2016) (1) Given the product [CH:26]1([C:29](=[O:30])[C:8](=[P:7]([C:20]2[CH:25]=[CH:24][CH:23]=[CH:22][CH:21]=2)([C:1]2[CH:2]=[CH:3][CH:4]=[CH:5][CH:6]=2)[C:14]2[CH:15]=[CH:16][CH:17]=[CH:18][CH:19]=2)[C:9]([O:11][CH2:12][CH3:13])=[O:10])[CH2:28][CH2:27]1, predict the reactants needed to synthesize it. The reactants are: [C:1]1([P:7]([C:20]2[CH:25]=[CH:24][CH:23]=[CH:22][CH:21]=2)([C:14]2[CH:19]=[CH:18][CH:17]=[CH:16][CH:15]=2)=[CH:8][C:9]([O:11][CH2:12][CH3:13])=[O:10])[CH:6]=[CH:5][CH:4]=[CH:3][CH:2]=1.[CH:26]1([C:29](Cl)=[O:30])[CH2:28][CH2:27]1.C/C(/O[Si](C)(C)C)=N\[Si](C)(C)C.O. (2) Given the product [C:42]([C:2]1[CH:10]=[C:9]2[C:5]([C:6]3[C:14]([C:15]4[CH:20]=[CH:19][CH:18]=[C:17]([N:21]5[C:30](=[O:31])[C:29]6[C:24](=[CH:25][CH:26]=[CH:27][CH:28]=6)[N:23]=[CH:22]5)[C:16]=4[CH3:32])=[C:13]([CH3:33])[N:12]=[C:11]([C:34]([NH2:36])=[O:35])[C:7]=3[NH:8]2)=[CH:4][CH:3]=1)(=[O:44])[CH3:43], predict the reactants needed to synthesize it. The reactants are: Br[C:2]1[CH:10]=[C:9]2[C:5]([C:6]3[C:14]([C:15]4[CH:20]=[CH:19][CH:18]=[C:17]([N:21]5[C:30](=[O:31])[C:29]6[C:24](=[CH:25][CH:26]=[CH:27][CH:28]=6)[N:23]=[CH:22]5)[C:16]=4[CH3:32])=[C:13]([CH3:33])[N:12]=[C:11]([C:34]([NH2:36])=[O:35])[C:7]=3[NH:8]2)=[CH:4][CH:3]=1.C([Sn](CCCC)(CCCC)[C:42]([O:44]CC)=[CH2:43])CCC.C(N(CC)CC)C. (3) The reactants are: [OH:1][CH:2]1[CH2:7][CH2:6][CH:5]([N:8]2[C:16](=[O:17])[C:15]3[C:10](=[CH:11][CH:12]=[CH:13][CH:14]=3)[C:9]2=[O:18])[CH2:4][CH2:3]1.C1C=C[NH+]=CC=1.[O-][Cr](Cl)(=O)=O. Given the product [O:1]=[C:2]1[CH2:7][CH2:6][CH:5]([N:8]2[C:16](=[O:17])[C:15]3[C:10](=[CH:11][CH:12]=[CH:13][CH:14]=3)[C:9]2=[O:18])[CH2:4][CH2:3]1, predict the reactants needed to synthesize it. (4) Given the product [Cl:9][C:4]1[N:3]=[C:2]([N:19]2[CH2:24][CH2:23][O:22][CH2:21][CH2:20]2)[N:7]=[C:6]([NH2:8])[CH:5]=1, predict the reactants needed to synthesize it. The reactants are: Cl[C:2]1[N:7]=[C:6]([NH2:8])[CH:5]=[C:4]([Cl:9])[N:3]=1.CCN(C(C)C)C(C)C.[NH:19]1[CH2:24][CH2:23][O:22][CH2:21][CH2:20]1.